Dataset: M1 muscarinic receptor antagonist screen with 61,756 compounds. Task: Binary Classification. Given a drug SMILES string, predict its activity (active/inactive) in a high-throughput screening assay against a specified biological target. (1) The molecule is O1C(C(=O)N(c2c1ccc(c2)C(=O)NC(CC)(C)C)CC(OC)=O)(C)C. The result is 0 (inactive). (2) The compound is S(C=1N(CCN1)C(=O)c1sccc1)Cc1ccccc1. The result is 0 (inactive). (3) The molecule is Clc1cc(CN2CCNC2=O)ccc1. The result is 0 (inactive). (4) The molecule is O=C(NC1CCCC1)C(N(c1cc(c(cc1)C)C)C(=O)CNC(=O)c1occc1)c1cccnc1. The result is 0 (inactive). (5) The compound is S(CC(=O)N1CCN(CC1)c1ccccc1)c1nc(cc(n1)C(F)(F)F)c1occc1. The result is 0 (inactive). (6) The compound is o1c(nc(c1NCc1ccncc1)C#N)c1ccc(C(C)(C)C)cc1. The result is 0 (inactive). (7) The molecule is S(=O)(=O)(N(CC(=O)N1CCCCC1)c1ccc(OC)cc1)c1c(n(nc1C)C)C. The result is 0 (inactive).